This data is from Catalyst prediction with 721,799 reactions and 888 catalyst types from USPTO. The task is: Predict which catalyst facilitates the given reaction. (1) Reactant: [C:1]([O:5][CH:6]([C:12]1[C:16](B2OC(C)(C)C(C)(C)O2)=[C:15]([CH3:26])[S:14][C:13]=1[CH3:27])[C:7]([O:9][CH2:10][CH3:11])=[O:8])([CH3:4])([CH3:3])[CH3:2].FC(F)(F)S(O[C:34]1[CH2:39][CH2:38][CH2:37][CH2:36][CH:35]=1)(=O)=O.C(=O)([O-])[O-].[Cs+].[Cs+]. Product: [C:1]([O:5][CH:6]([C:12]1[C:16]([C:34]2[CH2:39][CH2:38][CH2:37][CH2:36][CH:35]=2)=[C:15]([CH3:26])[S:14][C:13]=1[CH3:27])[C:7]([O:9][CH2:10][CH3:11])=[O:8])([CH3:2])([CH3:3])[CH3:4]. The catalyst class is: 423. (2) Reactant: [CH:1]1([NH2:12])[C:10]2[C:5](=[CH:6][CH:7]=[C:8]([NH2:11])[CH:9]=2)[CH2:4][CH2:3][CH2:2]1.C(N(CC)CC)C.[C:20](O[C:20]([O:22][C:23]([CH3:26])([CH3:25])[CH3:24])=[O:21])([O:22][C:23]([CH3:26])([CH3:25])[CH3:24])=[O:21]. Product: [C:23]([O:22][C:20](=[O:21])[NH:12][CH:1]1[C:10]2[C:5](=[CH:6][CH:7]=[C:8]([NH2:11])[CH:9]=2)[CH2:4][CH2:3][CH2:2]1)([CH3:26])([CH3:25])[CH3:24]. The catalyst class is: 5. (3) Reactant: [N-:1]=[N+:2]=[N-:3].[Na+].[C:5]([O:9][C:10](=[O:31])[CH2:11][O:12][CH2:13][CH2:14][O:15][CH2:16][CH2:17][O:18][CH2:19][CH2:20][O:21][CH2:22][CH2:23][O:24][CH2:25][CH2:26][O:27][CH2:28][CH2:29]Br)([CH3:8])([CH3:7])[CH3:6]. Product: [C:5]([O:9][C:10](=[O:31])[CH2:11][O:12][CH2:13][CH2:14][O:15][CH2:16][CH2:17][O:18][CH2:19][CH2:20][O:21][CH2:22][CH2:23][O:24][CH2:25][CH2:26][O:27][CH2:28][CH2:29][N:1]=[N+:2]=[N-:3])([CH3:8])([CH3:7])[CH3:6]. The catalyst class is: 3.